Dataset: Full USPTO retrosynthesis dataset with 1.9M reactions from patents (1976-2016). Task: Predict the reactants needed to synthesize the given product. (1) Given the product [Br:1][C:2]1[CH:7]=[CH:6][C:5]([O:8][C:20]2[N:25]=[CH:24][C:23]([N+:26]([O-:28])=[O:27])=[CH:22][N:21]=2)=[CH:4][C:3]=1[O:9][C:10]([F:12])([F:11])[F:13], predict the reactants needed to synthesize it. The reactants are: [Br:1][C:2]1[CH:7]=[CH:6][C:5]([OH:8])=[CH:4][C:3]=1[O:9][C:10]([F:13])([F:12])[F:11].CN(C=O)C.Cl[C:20]1[N:25]=[CH:24][C:23]([N+:26]([O-:28])=[O:27])=[CH:22][N:21]=1. (2) Given the product [N:20]1[CH:21]=[CH:22][CH:23]=[CH:24][C:19]=1[CH2:18][N:1]([CH2:31][C:26]1[CH:27]=[CH:28][CH:29]=[CH:30][N:25]=1)[C@@H:2]1[C:8](=[O:9])[N:7]2[C@H:3]1[S:4][C:5]([CH3:15])([CH3:14])[C@@H:6]2[C:10]([O:12][CH3:13])=[O:11], predict the reactants needed to synthesize it. The reactants are: [NH2:1][C@@H:2]1[C:8](=[O:9])[N:7]2[C@H:3]1[S:4][C:5]([CH3:15])([CH3:14])[C@@H:6]2[C:10]([O:12][CH3:13])=[O:11].Cl.Cl[CH2:18][C:19]1[CH:24]=[CH:23][CH:22]=[CH:21][N:20]=1.[N:25]1[CH:30]=[CH:29][CH:28]=[CH:27][C:26]=1[CH:31]=O.[BH4-].[Na+]. (3) Given the product [CH2:5]([O:12][C:13]1[CH:22]=[C:21]2[C:16]([C:17]([Cl:3])=[CH:18][CH:19]=[N:20]2)=[CH:15][C:14]=1[C:24]([O:26][CH3:27])=[O:25])[C:6]1[CH:11]=[CH:10][CH:9]=[CH:8][CH:7]=1, predict the reactants needed to synthesize it. The reactants are: S(Cl)([Cl:3])=O.[CH2:5]([O:12][C:13]1[CH:22]=[C:21]2[C:16]([C:17](=O)[CH:18]=[CH:19][NH:20]2)=[CH:15][C:14]=1[C:24]([O:26][CH3:27])=[O:25])[C:6]1[CH:11]=[CH:10][CH:9]=[CH:8][CH:7]=1. (4) The reactants are: [C:1]([NH:7][NH2:8])(=[O:6])[C:2]([CH3:5])([CH3:4])[CH3:3].[CH2:9](OC(OCC)OCC)C.O.C1(C)C=CC(S(O)(=O)=O)=CC=1. Given the product [C:2]([C:1]1[O:6][CH:9]=[N:8][N:7]=1)([CH3:5])([CH3:4])[CH3:3], predict the reactants needed to synthesize it. (5) The reactants are: [N+:1]([C:4]1[CH:17]=[CH:16][C:15]2[C:14]3[C:9](=[CH:10][C:11]([N+:18]([O-])=O)=[CH:12][CH:13]=3)[C:8](=[O:21])[C:7](=[O:22])[C:6]=2[CH:5]=1)([O-])=O. Given the product [NH2:1][C:4]1[CH:17]=[CH:16][C:15]2[C:14]3[C:9](=[CH:10][C:11]([NH2:18])=[CH:12][CH:13]=3)[C:8](=[O:21])[C:7](=[O:22])[C:6]=2[CH:5]=1, predict the reactants needed to synthesize it.